Dataset: Full USPTO retrosynthesis dataset with 1.9M reactions from patents (1976-2016). Task: Predict the reactants needed to synthesize the given product. (1) Given the product [CH3:15][N:16]([CH3:17])[S:11]([CH2:10][C:6]1[CH:7]=[CH:8][CH:9]=[C:4]([N+:1]([O-:3])=[O:2])[CH:5]=1)(=[O:13])=[O:12], predict the reactants needed to synthesize it. The reactants are: [N+:1]([C:4]1[CH:5]=[C:6]([CH2:10][S:11](Cl)(=[O:13])=[O:12])[CH:7]=[CH:8][CH:9]=1)([O-:3])=[O:2].[CH3:15][NH:16][CH3:17]. (2) Given the product [NH2:10][C:3]1[NH:2][C:13]([C:15]2[CH:24]=[CH:23][C:18]([C:19]([O:21][CH3:22])=[O:20])=[CH:17][CH:16]=2)=[CH:12][C:4]=1[C:5]([O:7][CH2:8][CH3:9])=[O:6], predict the reactants needed to synthesize it. The reactants are: Cl.[NH2:2][C:3](=[NH:10])[CH2:4][C:5]([O:7][CH2:8][CH3:9])=[O:6].Br[CH2:12][C:13]([C:15]1[CH:24]=[CH:23][C:18]([C:19]([O:21][CH3:22])=[O:20])=[CH:17][CH:16]=1)=O. (3) Given the product [CH2:23]([O:1][C:2]1[C:7]2[O:8][C:9]3[CH:14]=[CH:13][CH:12]=[CH:11][C:10]=3[C:6]=2[C:5]([CH:15]=[O:16])=[CH:4][CH:3]=1)[C:24]1[CH:29]=[CH:28][CH:27]=[CH:26][CH:25]=1, predict the reactants needed to synthesize it. The reactants are: [OH:1][C:2]1[C:7]2[O:8][C:9]3[CH:14]=[CH:13][CH:12]=[CH:11][C:10]=3[C:6]=2[C:5]([CH:15]=[O:16])=[CH:4][CH:3]=1.C(=O)([O-])[O-].[K+].[K+].[CH2:23](Br)[C:24]1[CH:29]=[CH:28][CH:27]=[CH:26][CH:25]=1. (4) Given the product [OH:8][N:9]1[C:15](=[O:16])[N:14]2[CH2:17][C@H:10]1[CH2:11][CH2:12][C@H:13]2[C:18]([NH:20][O:21][C@H:22]1[CH2:26][CH2:25][N:24]([C:27]([NH:36][C:37](=[O:43])[O:38][C:39]([CH3:42])([CH3:41])[CH3:40])=[N:28][C:29](=[O:35])[O:30][C:31]([CH3:33])([CH3:34])[CH3:32])[CH2:23]1)=[O:19], predict the reactants needed to synthesize it. The reactants are: C([O:8][N:9]1[C:15](=[O:16])[N:14]2[CH2:17][C@H:10]1[CH2:11][CH2:12][C@H:13]2[C:18]([NH:20][O:21][C@H:22]1[CH2:26][CH2:25][N:24]([C:27]([NH:36][C:37](=[O:43])[O:38][C:39]([CH3:42])([CH3:41])[CH3:40])=[N:28][C:29](=[O:35])[O:30][C:31]([CH3:34])([CH3:33])[CH3:32])[CH2:23]1)=[O:19])C1C=CC=CC=1.